This data is from Full USPTO retrosynthesis dataset with 1.9M reactions from patents (1976-2016). The task is: Predict the reactants needed to synthesize the given product. (1) The reactants are: [CH2:1]([O:8][C:9]([C:11]1[C:19]2[C:14](=[CH:15][CH:16]=[C:17]([CH2:20][CH2:21][OH:22])[CH:18]=2)[NH:13][C:12]=1[CH3:23])=[O:10])[C:2]1[CH:7]=[CH:6][CH:5]=[CH:4][CH:3]=1.C(N(CC)CC)C.[CH3:31][S:32](Cl)(=[O:34])=[O:33]. Given the product [CH2:1]([O:8][C:9]([C:11]1[C:19]2[C:14](=[CH:15][CH:16]=[C:17]([CH2:20][CH2:21][O:22][S:32]([CH3:31])(=[O:34])=[O:33])[CH:18]=2)[NH:13][C:12]=1[CH3:23])=[O:10])[C:2]1[CH:3]=[CH:4][CH:5]=[CH:6][CH:7]=1, predict the reactants needed to synthesize it. (2) Given the product [CH2:28]([Sn:23]([CH2:19][CH2:20][CH2:21][CH3:22])([CH2:24][CH2:25][CH2:26][CH3:27])[C:10]1[S:11][CH:12]=[CH:13][C:9]=1[P:4]([O:6][CH2:7][CH3:8])([O:3][CH2:1][CH3:2])=[O:5])[CH2:29][CH2:30][CH3:31], predict the reactants needed to synthesize it. The reactants are: [CH2:1]([O:3][P:4]([C:9]1[CH:13]=[CH:12][S:11][CH:10]=1)([O:6][CH2:7][CH3:8])=[O:5])[CH3:2].C([Li])CCC.[CH2:19]([Sn:23](Cl)([CH2:28][CH2:29][CH2:30][CH3:31])[CH2:24][CH2:25][CH2:26][CH3:27])[CH2:20][CH2:21][CH3:22].P([O-])([O-])(O)=O.[Na+].[Na+].P([O-])(O)(O)=O.[Na+].